From a dataset of Human liver microsome stability data. Regression/Classification. Given a drug SMILES string, predict its absorption, distribution, metabolism, or excretion properties. Task type varies by dataset: regression for continuous measurements (e.g., permeability, clearance, half-life) or binary classification for categorical outcomes (e.g., BBB penetration, CYP inhibition). Dataset: hlm. (1) The molecule is CCS(=O)(=O)c1cccc(Oc2cccc(-n3c(C)nc4c(Cl)cccc43)c2)c1. The result is 1 (stable in human liver microsomes). (2) The drug is C=CC(=O)NCc1coc(-c2c(N)ncnc2Nc2ccc(OCc3ccccn3)c(F)c2)n1. The result is 1 (stable in human liver microsomes). (3) The result is 0 (unstable in human liver microsomes). The drug is N#CC1(n2cc([C@@H](NC(=O)c3csc(-c4ccccc4)c3)C3CCCCC3)nn2)CC1. (4) The compound is CCc1ccc(NC(=O)N2CCCN(C(=O)CCC3CCCC3)CC2)cc1. The result is 1 (stable in human liver microsomes). (5) The molecule is COc1ccc(C2c3[nH]c4ccc(Cl)cc4c3CCN2C(=O)c2cccc(OC)c2)cc1. The result is 0 (unstable in human liver microsomes). (6) The molecule is C[C@H](O)[C@@H](CCc1cccc(-c2ccccn2)c1)n1cnc2c(N)ncnc21. The result is 0 (unstable in human liver microsomes). (7) The drug is C[C@@H](N)[C@H]1CC[C@H](C(=O)Nc2ccncc2)CC1. The result is 0 (unstable in human liver microsomes). (8) The drug is CN(c1ccc2c(c1)S(=O)(=O)NC(C1=C(O)C3CCCN3N(CCC(C)(C)C)C1=O)=N2)S(C)(=O)=O. The result is 0 (unstable in human liver microsomes).